Regression. Given a peptide amino acid sequence and an MHC pseudo amino acid sequence, predict their binding affinity value. This is MHC class I binding data. From a dataset of Peptide-MHC class I binding affinity with 185,985 pairs from IEDB/IMGT. (1) The peptide sequence is VPFVSVNPI. The MHC is HLA-A02:03 with pseudo-sequence HLA-A02:03. The binding affinity (normalized) is 0.0847. (2) The MHC is HLA-C06:02 with pseudo-sequence HLA-C06:02. The peptide sequence is WMRWGGWPF. The binding affinity (normalized) is 0.0847. (3) The peptide sequence is RMYSPTSI. The MHC is HLA-A03:01 with pseudo-sequence HLA-A03:01. The binding affinity (normalized) is 0.548. (4) The peptide sequence is APNPNRFVI. The MHC is HLA-B07:02 with pseudo-sequence HLA-B07:02. The binding affinity (normalized) is 0.971.